Dataset: Forward reaction prediction with 1.9M reactions from USPTO patents (1976-2016). Task: Predict the product of the given reaction. (1) Given the reactants Cl[C:2]1[N:7]=[C:6]([C:8]([NH:10][C@@H:11]([C:15]2[CH:20]=[CH:19][C:18]([O:21][C:22]([F:25])([F:24])[F:23])=[C:17]([F:26])[CH:16]=2)[CH2:12][O:13][CH3:14])=[O:9])[CH:5]=[C:4]([O:27][CH3:28])[N:3]=1.C([Sn](CCCC)(CCCC)[C:34]1[S:35][CH:36]=[CH:37][N:38]=1)CCC, predict the reaction product. The product is: [F:26][C:17]1[CH:16]=[C:15]([C@H:11]([NH:10][C:8]([C:6]2[CH:5]=[C:4]([O:27][CH3:28])[N:3]=[C:2]([C:34]3[S:35][CH:36]=[CH:37][N:38]=3)[N:7]=2)=[O:9])[CH2:12][O:13][CH3:14])[CH:20]=[CH:19][C:18]=1[O:21][C:22]([F:25])([F:24])[F:23]. (2) Given the reactants [Br:1]Br.[CH2:3]([O:10][C:11](=[O:22])[NH:12][C@H:13]1[CH2:18][CH2:17][C@H:16]([C:19](=[O:21])[CH3:20])[CH2:15][CH2:14]1)[C:4]1[CH:9]=[CH:8][CH:7]=[CH:6][CH:5]=1, predict the reaction product. The product is: [CH2:3]([O:10][C:11](=[O:22])[NH:12][C@H:13]1[CH2:18][CH2:17][C@H:16]([C:19](=[O:21])[CH2:20][Br:1])[CH2:15][CH2:14]1)[C:4]1[CH:5]=[CH:6][CH:7]=[CH:8][CH:9]=1. (3) Given the reactants C[O:2][C:3](=[O:33])[CH2:4][O:5][C:6]1[CH:15]=[CH:14][C:13]([Cl:16])=[C:12]2[C:7]=1[C:8]([CH3:32])=[C:9]([CH2:20][C:21]1[CH:26]=[CH:25][C:24]([N:27]3[CH:31]=[CH:30][CH:29]=[N:28]3)=[CH:23][CH:22]=1)[C:10]([CH:17]([CH3:19])[CH3:18])=[N:11]2, predict the reaction product. The product is: [Cl:16][C:13]1[CH:14]=[CH:15][C:6]([O:5][CH2:4][C:3]([OH:33])=[O:2])=[C:7]2[C:12]=1[N:11]=[C:10]([CH:17]([CH3:18])[CH3:19])[C:9]([CH2:20][C:21]1[CH:26]=[CH:25][C:24]([N:27]3[CH:31]=[CH:30][CH:29]=[N:28]3)=[CH:23][CH:22]=1)=[C:8]2[CH3:32]. (4) Given the reactants [Cl:1][C:2]1[CH:7]=[CH:6][C:5]([CH:8]([NH:14][C:15]([C:17]2([NH:32]C(=O)OC(C)(C)C)[CH2:22][CH2:21][N:20]([C:23]3[C:24]4[CH:31]=[CH:30][NH:29][C:25]=4[N:26]=[CH:27][N:28]=3)[CH2:19][CH2:18]2)=[O:16])[CH2:9][S:10](=[O:13])(=[O:12])[NH2:11])=[CH:4][CH:3]=1.FC(F)(F)C(O)=O, predict the reaction product. The product is: [NH2:32][C:17]1([C:15]([NH:14][CH:8]([C:5]2[CH:4]=[CH:3][C:2]([Cl:1])=[CH:7][CH:6]=2)[CH2:9][S:10](=[O:12])(=[O:13])[NH2:11])=[O:16])[CH2:18][CH2:19][N:20]([C:23]2[C:24]3[CH:31]=[CH:30][NH:29][C:25]=3[N:26]=[CH:27][N:28]=2)[CH2:21][CH2:22]1. (5) Given the reactants [Cl:1][C:2]1[CH:7]=[CH:6][CH:5]=[C:4]([Cl:8])[C:3]=1[S:9]([N:12]([CH2:14][C:15]1[O:19][CH:18]=[C:17]([C:20](O)=[O:21])[CH:16]=1)[CH3:13])(=[O:11])=[O:10].C1N=CN(C(N2C=NC=C2)=O)C=1.[N:35]1[CH:40]=[CH:39][C:38]([CH2:41][CH2:42][N:43]2[CH2:48][CH2:47][NH:46][CH2:45][CH2:44]2)=[CH:37][CH:36]=1, predict the reaction product. The product is: [Cl:8][C:4]1[CH:5]=[CH:6][CH:7]=[C:2]([Cl:1])[C:3]=1[S:9]([N:12]([CH3:13])[CH2:14][C:15]1[O:19][CH:18]=[C:17]([C:20]([N:46]2[CH2:47][CH2:48][N:43]([CH2:42][CH2:41][C:38]3[CH:37]=[CH:36][N:35]=[CH:40][CH:39]=3)[CH2:44][CH2:45]2)=[O:21])[CH:16]=1)(=[O:10])=[O:11]. (6) Given the reactants Cl[C:2]1C=CC=C(C(OO)=O)[CH:3]=1.C(S[C:15]1[C:16]([C:25]([N:27]([CH3:38])[C:28]2[CH:33]=[CH:32][C:31]([C:34]([F:37])([F:36])[F:35])=[CH:30][N:29]=2)=[O:26])=[N:17][CH:18]=[C:19]([C:21]([F:24])([F:23])[F:22])[CH:20]=1)C.C(=O)(O)[O-].[Na+].[S:44]([O-:48])([O-])(=[O:46])=S.[Na+].[Na+], predict the reaction product. The product is: [CH2:2]([S:44]([C:15]1[C:16]([C:25]([N:27]([CH3:38])[C:28]2[CH:33]=[CH:32][C:31]([C:34]([F:36])([F:37])[F:35])=[CH:30][N:29]=2)=[O:26])=[N:17][CH:18]=[C:19]([C:21]([F:24])([F:22])[F:23])[CH:20]=1)(=[O:48])=[O:46])[CH3:3].